Dataset: NCI-60 drug combinations with 297,098 pairs across 59 cell lines. Task: Regression. Given two drug SMILES strings and cell line genomic features, predict the synergy score measuring deviation from expected non-interaction effect. (1) Drug 1: CC1=C(C(CCC1)(C)C)C=CC(=CC=CC(=CC(=O)O)C)C. Drug 2: CC(C)(C#N)C1=CC(=CC(=C1)CN2C=NC=N2)C(C)(C)C#N. Cell line: HCT116. Synergy scores: CSS=-1.32, Synergy_ZIP=0.207, Synergy_Bliss=-2.20, Synergy_Loewe=-4.26, Synergy_HSA=-5.39. (2) Drug 1: CCCS(=O)(=O)NC1=C(C(=C(C=C1)F)C(=O)C2=CNC3=C2C=C(C=N3)C4=CC=C(C=C4)Cl)F. Drug 2: COC1=CC(=CC(=C1O)OC)C2C3C(COC3=O)C(C4=CC5=C(C=C24)OCO5)OC6C(C(C7C(O6)COC(O7)C8=CC=CS8)O)O. Cell line: HCT116. Synergy scores: CSS=43.8, Synergy_ZIP=-2.97, Synergy_Bliss=-10.5, Synergy_Loewe=-48.3, Synergy_HSA=-11.7. (3) Drug 1: CNC(=O)C1=CC=CC=C1SC2=CC3=C(C=C2)C(=NN3)C=CC4=CC=CC=N4. Drug 2: CC1CCC2CC(C(=CC=CC=CC(CC(C(=O)C(C(C(=CC(C(=O)CC(OC(=O)C3CCCCN3C(=O)C(=O)C1(O2)O)C(C)CC4CCC(C(C4)OC)O)C)C)O)OC)C)C)C)OC. Cell line: IGROV1. Synergy scores: CSS=45.6, Synergy_ZIP=11.3, Synergy_Bliss=10.3, Synergy_Loewe=-20.2, Synergy_HSA=10.4. (4) Drug 1: CN(C)C1=NC(=NC(=N1)N(C)C)N(C)C. Drug 2: C1=NC2=C(N1)C(=S)N=CN2. Cell line: T-47D. Synergy scores: CSS=-7.04, Synergy_ZIP=0.348, Synergy_Bliss=-5.07, Synergy_Loewe=-14.0, Synergy_HSA=-9.14. (5) Drug 1: CC=C1C(=O)NC(C(=O)OC2CC(=O)NC(C(=O)NC(CSSCCC=C2)C(=O)N1)C(C)C)C(C)C. Drug 2: CCC1(CC2CC(C3=C(CCN(C2)C1)C4=CC=CC=C4N3)(C5=C(C=C6C(=C5)C78CCN9C7C(C=CC9)(C(C(C8N6C)(C(=O)OC)O)OC(=O)C)CC)OC)C(=O)OC)O.OS(=O)(=O)O. Cell line: OVCAR3. Synergy scores: CSS=9.85, Synergy_ZIP=-2.24, Synergy_Bliss=2.99, Synergy_Loewe=-2.72, Synergy_HSA=2.18. (6) Drug 1: C1C(C(OC1N2C=C(C(=O)NC2=O)F)CO)O. Drug 2: N.N.Cl[Pt+2]Cl. Cell line: TK-10. Synergy scores: CSS=21.8, Synergy_ZIP=-8.24, Synergy_Bliss=-2.83, Synergy_Loewe=-8.90, Synergy_HSA=-0.873. (7) Drug 1: CC(C1=C(C=CC(=C1Cl)F)Cl)OC2=C(N=CC(=C2)C3=CN(N=C3)C4CCNCC4)N. Drug 2: C1=NC2=C(N1)C(=S)N=CN2. Cell line: IGROV1. Synergy scores: CSS=-0.592, Synergy_ZIP=-0.898, Synergy_Bliss=-2.23, Synergy_Loewe=-3.70, Synergy_HSA=-3.46. (8) Drug 1: C1CCN(CC1)CCOC2=CC=C(C=C2)C(=O)C3=C(SC4=C3C=CC(=C4)O)C5=CC=C(C=C5)O. Drug 2: CC12CCC3C(C1CCC2=O)CC(=C)C4=CC(=O)C=CC34C. Cell line: HCC-2998. Synergy scores: CSS=29.7, Synergy_ZIP=0.625, Synergy_Bliss=-1.46, Synergy_Loewe=-6.48, Synergy_HSA=-3.29.